From a dataset of Full USPTO retrosynthesis dataset with 1.9M reactions from patents (1976-2016). Predict the reactants needed to synthesize the given product. (1) The reactants are: [C:1]([O:5][C:6]([N:8]1[CH2:13][CH2:12][CH:11]([N:14]2[C:22]3[C:17](=[CH:18][CH:19]=[C:20]([F:23])[CH:21]=3)[C:16]([C:24]3[N:25]=[C:26]4[C:32]([CH:33]=[O:34])=[CH:31][N:30]([CH2:35][O:36][CH2:37][CH2:38][Si:39]([CH3:42])([CH3:41])[CH3:40])[C:27]4=[N:28][CH:29]=3)=[N:15]2)[CH2:10][CH2:9]1)=[O:7])([CH3:4])([CH3:3])[CH3:2].S(=O)(=O)([OH:45])N.Cl([O-])=O.[Na+].P([O-])(O)(O)=O.[K+]. Given the product [C:1]([O:5][C:6]([N:8]1[CH2:13][CH2:12][CH:11]([N:14]2[C:22]3[C:17](=[CH:18][CH:19]=[C:20]([F:23])[CH:21]=3)[C:16]([C:24]3[N:25]=[C:26]4[C:32]([C:33]([OH:45])=[O:34])=[CH:31][N:30]([CH2:35][O:36][CH2:37][CH2:38][Si:39]([CH3:42])([CH3:41])[CH3:40])[C:27]4=[N:28][CH:29]=3)=[N:15]2)[CH2:10][CH2:9]1)=[O:7])([CH3:4])([CH3:3])[CH3:2], predict the reactants needed to synthesize it. (2) The reactants are: [C:1]([Si:5]([O:18][C@H:19]1[CH2:24][CH2:23][C@@:22]([C@H:26]2[CH2:34][CH2:33][C@@:32]3([CH3:35])[C@@H:28]([CH2:29][CH2:30][C:31]3=[CH2:36])[C@@H:27]2[CH2:37][O:38][Si](C(C)(C)C)(C)C)([CH3:25])[C@@H:21]([CH2:46][O:47][Si](C(C)(C)C)(C)C)[CH2:20]1)([C:12]1[CH:17]=[CH:16][CH:15]=[CH:14][CH:13]=1)[C:6]1[CH:11]=[CH:10][CH:9]=[CH:8][CH:7]=1)([CH3:4])([CH3:3])[CH3:2].O.C1COCC1.CC(C)=O. Given the product [Si:5]([O:18][C@@H:19]1[CH2:20][C@H:21]([CH2:46][OH:47])[C@:22]([C@H:26]2[CH2:34][CH2:33][C@@:32]3([CH3:35])[C@@H:28]([CH2:29][CH2:30][C:31]3=[CH2:36])[C@@H:27]2[CH2:37][OH:38])([CH3:25])[CH2:23][CH2:24]1)([C:1]([CH3:4])([CH3:3])[CH3:2])([C:12]1[CH:17]=[CH:16][CH:15]=[CH:14][CH:13]=1)[C:6]1[CH:7]=[CH:8][CH:9]=[CH:10][CH:11]=1, predict the reactants needed to synthesize it. (3) Given the product [C:1]([O:5][C:6](=[O:7])[N:8]([CH2:9][CH2:10][N:11]1[C:15]2[CH:16]=[CH:17][C:18]([C:20](=[O:21])[NH:35][CH2:36][CH2:37][O:38][CH2:39][CH2:40][OH:41])=[CH:19][C:14]=2[N:13]=[C:12]1[NH:23][C:24]1[S:25][C:26]2[CH:32]=[C:31]([Cl:33])[CH:30]=[CH:29][C:27]=2[N:28]=1)[CH3:34])([CH3:2])([CH3:4])[CH3:3], predict the reactants needed to synthesize it. The reactants are: [C:1]([O:5][C:6]([N:8]([CH3:34])[CH2:9][CH2:10][N:11]1[C:15]2[CH:16]=[CH:17][C:18]([C:20](O)=[O:21])=[CH:19][C:14]=2[N:13]=[C:12]1[NH:23][C:24]1[S:25][C:26]2[CH:32]=[C:31]([Cl:33])[CH:30]=[CH:29][C:27]=2[N:28]=1)=[O:7])([CH3:4])([CH3:3])[CH3:2].[NH2:35][CH2:36][CH2:37][O:38][CH2:39][CH2:40][OH:41].CN(C(ON1N=NC2C=CC=CC1=2)=[N+](C)C)C.F[P-](F)(F)(F)(F)F.CCN(C(C)C)C(C)C. (4) Given the product [Cl:1][C:2]1[CH:3]=[C:4]([C:8]2[N:16]=[C:15]([C:17]3[O:18][C:37](=[O:38])[NH:20][N:19]=3)[N:14]=[C:13]3[C:9]=2[N:10]([CH2:29][C@H:30]2[CH2:31][CH2:32][C@H:33]([CH3:36])[CH2:34][CH2:35]2)[C:11]([CH:21]([OH:28])[CH:22]2[CH2:23][CH2:24][O:25][CH2:26][CH2:27]2)=[N:12]3)[CH:5]=[CH:6][CH:7]=1, predict the reactants needed to synthesize it. The reactants are: [Cl:1][C:2]1[CH:3]=[C:4]([C:8]2[N:16]=[C:15]([C:17]([NH:19][NH2:20])=[O:18])[N:14]=[C:13]3[C:9]=2[N:10]([CH2:29][C@H:30]2[CH2:35][CH2:34][C@H:33]([CH3:36])[CH2:32][CH2:31]2)[C:11]([CH:21]([OH:28])[CH:22]2[CH2:27][CH2:26][O:25][CH2:24][CH2:23]2)=[N:12]3)[CH:5]=[CH:6][CH:7]=1.[C:37](N1C=CN=C1)(N1C=CN=C1)=[O:38].N12CCCN=C1CCCCC2. (5) The reactants are: [C:1]([NH:4][C:5]1[CH:6]=[C:7]2[C:11](=[CH:12][CH:13]=1)[CH2:10][CH2:9][CH2:8]2)(=O)[CH3:2].I[C:15]1[CH:20]=CC=[CH:17][C:16]=1[CH3:21].C(=O)([O-])[O-].[K+].[K+].[OH-].[K+]. Given the product [CH2:10]1[C:11]2[C:7](=[CH:6][C:5]([NH:4][C:1]3[CH:20]=[CH:15][C:16]([CH3:21])=[CH:17][CH:2]=3)=[CH:13][CH:12]=2)[CH2:8][CH2:9]1, predict the reactants needed to synthesize it. (6) Given the product [C:1]([O:4][C@@H:5]1[CH2:9][C:8](=[O:10])[NH:7][C:6]1=[O:18])(=[O:3])[CH3:2], predict the reactants needed to synthesize it. The reactants are: [C:1]([O:4][C@@H:5]1[CH2:9][C:8](=[O:10])[N:7]([C@@H]2CCCC[C@H]2O)[C:6]1=[O:18])(=[O:3])[CH3:2].C(OC1C=C(CCN=C([O-])C(Cl)(Cl)Cl)C=CC=1OC)C1C=CC=CC=1. (7) Given the product [F:1][C:2]1[CH:7]=[CH:6][C:5]2[O:8][CH:12]=[N:9][C:4]=2[CH:3]=1, predict the reactants needed to synthesize it. The reactants are: [F:1][C:2]1[CH:7]=[CH:6][C:5]([OH:8])=[C:4]([N+:9]([O-])=O)[CH:3]=1.[CH:12](OC)(OC)OC.CC(O)=O. (8) Given the product [C:38]([CH2:39][NH:44][C:17]([CH:11]1[CH:10]([CH2:9][S:8][C:5]2[CH:4]=[CH:3][C:2]([F:1])=[CH:7][CH:6]=2)[CH2:16][CH2:15][CH:14]2[CH:12]1[CH2:13]2)=[O:19])#[N:37], predict the reactants needed to synthesize it. The reactants are: [F:1][C:2]1[CH:7]=[CH:6][C:5]([S:8][CH2:9][CH:10]2[CH2:16][CH2:15][CH:14]3[CH:12]([CH2:13]3)[CH:11]2[C:17]([OH:19])=O)=[CH:4][CH:3]=1.C1CN([P+](O[N:37]2N=[N:44][C:39]3C=CC=C[C:38]2=3)(N2CCCC2)N2CCCC2)CC1.F[P-](F)(F)(F)(F)F.Cl.NCC#N.C(N(CC)CC)C.C(=O)([O-])O.[Na+]. (9) Given the product [C:1]1([CH:7]([C:9]2[CH:10]=[CH:11][C:12]([O:15][CH2:16][CH:18]3[CH2:19][O:20]3)=[CH:13][CH:14]=2)[CH3:8])[CH:2]=[CH:3][CH:4]=[CH:5][CH:6]=1, predict the reactants needed to synthesize it. The reactants are: [C:1]1([CH:7]([C:9]2[CH:14]=[CH:13][C:12]([OH:15])=[CH:11][CH:10]=2)[CH3:8])[CH:6]=[CH:5][CH:4]=[CH:3][CH:2]=1.[CH2:16]([CH:18]1[O:20][CH2:19]1)Cl. (10) Given the product [Cl:1][C:2]1[CH:7]=[CH:6][CH:5]=[CH:4][C:3]=1[C:8]1[N:26]([CH2:27][C@H:28]2[CH2:32][CH2:31][NH:30][CH2:29]2)[C:11]2[N:12]=[C:13]([NH:16][CH2:17][C:18]3[CH:23]=[CH:22][C:21]([F:24])=[C:20]([F:25])[CH:19]=3)[N:14]=[CH:15][C:10]=2[CH:9]=1, predict the reactants needed to synthesize it. The reactants are: [Cl:1][C:2]1[CH:7]=[CH:6][CH:5]=[CH:4][C:3]=1[C:8]1[N:26]([CH2:27][C@H:28]2C[CH2:32][CH2:31][NH:30][CH2:29]2)[C:11]2[N:12]=[C:13]([NH:16][CH2:17][C:18]3[CH:23]=[CH:22][C:21]([F:24])=[C:20]([F:25])[CH:19]=3)[N:14]=[CH:15][C:10]=2[CH:9]=1.ClC1C=CC=CC=1C1N(C[C@H]2CCN(C(OC(C)(C)C)=O)C2)C2N=C(NCC3C=CC(F)=C(F)C=3)N=CC=2C=1.